This data is from Peptide-MHC class II binding affinity with 134,281 pairs from IEDB. The task is: Regression. Given a peptide amino acid sequence and an MHC pseudo amino acid sequence, predict their binding affinity value. This is MHC class II binding data. (1) The peptide sequence is TSCSLMHTAVDLVNE. The MHC is DRB1_0101 with pseudo-sequence DRB1_0101. The binding affinity (normalized) is 0.408. (2) The peptide sequence is AYVYFASDASTYTTG. The MHC is HLA-DPA10201-DPB10501 with pseudo-sequence HLA-DPA10201-DPB10501. The binding affinity (normalized) is 0.0548. (3) The peptide sequence is ATSPTAEGGKATTEE. The MHC is HLA-DPA10103-DPB10201 with pseudo-sequence HLA-DPA10103-DPB10201. The binding affinity (normalized) is 0. (4) The peptide sequence is NSQDHGWDLNAASAY. The MHC is HLA-DPA10103-DPB10401 with pseudo-sequence HLA-DPA10103-DPB10401. The binding affinity (normalized) is 0. (5) The peptide sequence is PDSMDYLILKNLTGL. The MHC is DRB1_0101 with pseudo-sequence DRB1_0101. The binding affinity (normalized) is 0.927. (6) The peptide sequence is KASTGGAYESYKFIPALEAA. The MHC is HLA-DPA10201-DPB11401 with pseudo-sequence HLA-DPA10201-DPB11401. The binding affinity (normalized) is 0.666.